Dataset: Full USPTO retrosynthesis dataset with 1.9M reactions from patents (1976-2016). Task: Predict the reactants needed to synthesize the given product. Given the product [Br:13][C:14]1[CH:15]=[C:16]([N:20]2[C:24]3[O:29][CH2:28][CH2:27][CH2:26][C:23]=3[C:22]([C:30]([O:32][CH2:33][CH3:34])=[O:31])=[N:21]2)[CH:17]=[CH:18][CH:19]=1, predict the reactants needed to synthesize it. The reactants are: CCOC(/N=N/C(OCC)=O)=O.[Br:13][C:14]1[CH:15]=[C:16]([N:20]2[C:24](O)=[C:23]([CH2:26][CH2:27][CH2:28][OH:29])[C:22]([C:30]([O:32][CH2:33][CH3:34])=[O:31])=[N:21]2)[CH:17]=[CH:18][CH:19]=1.C1C=CC(P(C2C=CC=CC=2)C2C=CC=CC=2)=CC=1.